This data is from Full USPTO retrosynthesis dataset with 1.9M reactions from patents (1976-2016). The task is: Predict the reactants needed to synthesize the given product. (1) Given the product [N+:1]([C:4]1[CH:12]=[C:7]2[CH2:8][N:9]([C:18]([O:17][C:14]([CH3:16])([CH3:15])[CH3:13])=[O:19])[CH2:10][CH2:11][N:6]2[N:5]=1)([O-:3])=[O:2], predict the reactants needed to synthesize it. The reactants are: [N+:1]([C:4]1[CH:12]=[C:7]2[CH2:8][NH:9][CH2:10][CH2:11][N:6]2[N:5]=1)([O-:3])=[O:2].[CH3:13][C:14]([O:17][C:18](O[C:18]([O:17][C:14]([CH3:16])([CH3:15])[CH3:13])=[O:19])=[O:19])([CH3:16])[CH3:15]. (2) The reactants are: Cl.Cl[CH2:3][C:4]1[C:16]2[NH:15][C:14]3[C:9](=[CH:10][CH:11]=[CH:12][CH:13]=3)[C:8]=2[CH2:7][CH2:6][N:5]=1.[NH:17]1[CH2:22][CH2:21][O:20][CH2:19][CH2:18]1.[BH4-].[Na+].[OH-].[Na+]. Given the product [N:17]1([CH2:3][CH:4]2[C:16]3[NH:15][C:14]4[C:9](=[CH:10][CH:11]=[CH:12][CH:13]=4)[C:8]=3[CH2:7][CH2:6][NH:5]2)[CH2:22][CH2:21][O:20][CH2:19][CH2:18]1, predict the reactants needed to synthesize it.